From a dataset of Peptide-MHC class I binding affinity with 185,985 pairs from IEDB/IMGT. Regression. Given a peptide amino acid sequence and an MHC pseudo amino acid sequence, predict their binding affinity value. This is MHC class I binding data. (1) The peptide sequence is AIKQYGDIDL. The MHC is HLA-A68:02 with pseudo-sequence HLA-A68:02. The binding affinity (normalized) is 0.0236. (2) The peptide sequence is TAAQAAVVRF. The MHC is HLA-A02:01 with pseudo-sequence HLA-A02:01. The binding affinity (normalized) is 0. (3) The peptide sequence is AQRAAGPSV. The MHC is HLA-B44:02 with pseudo-sequence HLA-B44:02. The binding affinity (normalized) is 0.213. (4) The peptide sequence is KRVVASLMR. The MHC is HLA-B27:05 with pseudo-sequence HLA-B27:05. The binding affinity (normalized) is 0.568. (5) The peptide sequence is TEAEKWPFF. The MHC is HLA-A31:01 with pseudo-sequence HLA-A31:01. The binding affinity (normalized) is 0.0847.